From a dataset of NCI-60 drug combinations with 297,098 pairs across 59 cell lines. Regression. Given two drug SMILES strings and cell line genomic features, predict the synergy score measuring deviation from expected non-interaction effect. (1) Drug 2: CN1C(=O)N2C=NC(=C2N=N1)C(=O)N. Cell line: CAKI-1. Drug 1: C1=C(C(=O)NC(=O)N1)F. Synergy scores: CSS=26.7, Synergy_ZIP=9.14, Synergy_Bliss=7.61, Synergy_Loewe=-0.663, Synergy_HSA=6.70. (2) Drug 1: CNC(=O)C1=CC=CC=C1SC2=CC3=C(C=C2)C(=NN3)C=CC4=CC=CC=N4. Drug 2: CC12CCC3C(C1CCC2=O)CC(=C)C4=CC(=O)C=CC34C. Cell line: HT29. Synergy scores: CSS=15.5, Synergy_ZIP=-1.06, Synergy_Bliss=0.0539, Synergy_Loewe=-6.90, Synergy_HSA=-0.821. (3) Drug 1: CC1OCC2C(O1)C(C(C(O2)OC3C4COC(=O)C4C(C5=CC6=C(C=C35)OCO6)C7=CC(=C(C(=C7)OC)O)OC)O)O. Drug 2: CC1=C(C(=CC=C1)Cl)NC(=O)C2=CN=C(S2)NC3=CC(=NC(=N3)C)N4CCN(CC4)CCO. Synergy scores: CSS=63.8, Synergy_ZIP=0.870, Synergy_Bliss=1.12, Synergy_Loewe=5.49, Synergy_HSA=8.01. Cell line: IGROV1. (4) Drug 1: C1CC(C1)(C(=O)O)C(=O)O.[NH2-].[NH2-].[Pt+2]. Drug 2: C1CN(P(=O)(OC1)NCCCl)CCCl. Cell line: SW-620. Synergy scores: CSS=8.56, Synergy_ZIP=-2.71, Synergy_Bliss=-1.25, Synergy_Loewe=-1.15, Synergy_HSA=-1.15. (5) Drug 1: CC1OCC2C(O1)C(C(C(O2)OC3C4COC(=O)C4C(C5=CC6=C(C=C35)OCO6)C7=CC(=C(C(=C7)OC)O)OC)O)O. Drug 2: CCN(CC)CCCC(C)NC1=C2C=C(C=CC2=NC3=C1C=CC(=C3)Cl)OC. Synergy scores: CSS=39.5, Synergy_ZIP=5.45, Synergy_Bliss=6.26, Synergy_Loewe=-14.9, Synergy_HSA=7.35. Cell line: OVCAR-8. (6) Drug 1: C1=C(C(=O)NC(=O)N1)F. Drug 2: CC1C(C(CC(O1)OC2CC(CC3=C2C(=C4C(=C3O)C(=O)C5=CC=CC=C5C4=O)O)(C(=O)C)O)N)O. Cell line: SK-MEL-2. Synergy scores: CSS=41.6, Synergy_ZIP=0.574, Synergy_Bliss=-0.147, Synergy_Loewe=-4.17, Synergy_HSA=-1.62. (7) Drug 1: CC(C)(C#N)C1=CC(=CC(=C1)CN2C=NC=N2)C(C)(C)C#N. Drug 2: C1=NC2=C(N1)C(=S)N=CN2. Cell line: ACHN. Synergy scores: CSS=13.7, Synergy_ZIP=-7.34, Synergy_Bliss=2.77, Synergy_Loewe=-1.17, Synergy_HSA=1.69. (8) Drug 1: C1CC(=O)NC(=O)C1N2C(=O)C3=CC=CC=C3C2=O. Drug 2: CC1CCCC2(C(O2)CC(NC(=O)CC(C(C(=O)C(C1O)C)(C)C)O)C(=CC3=CSC(=N3)C)C)C. Cell line: SN12C. Synergy scores: CSS=37.0, Synergy_ZIP=0.650, Synergy_Bliss=-0.0724, Synergy_Loewe=-24.9, Synergy_HSA=-1.44. (9) Drug 1: C1=C(C(=O)NC(=O)N1)N(CCCl)CCCl. Drug 2: C1=CC=C(C=C1)NC(=O)CCCCCCC(=O)NO. Cell line: NCI/ADR-RES. Synergy scores: CSS=26.1, Synergy_ZIP=-3.49, Synergy_Bliss=-1.04, Synergy_Loewe=-16.3, Synergy_HSA=0.755. (10) Drug 1: CC(C1=C(C=CC(=C1Cl)F)Cl)OC2=C(N=CC(=C2)C3=CN(N=C3)C4CCNCC4)N. Drug 2: CCC1(CC2CC(C3=C(CCN(C2)C1)C4=CC=CC=C4N3)(C5=C(C=C6C(=C5)C78CCN9C7C(C=CC9)(C(C(C8N6C)(C(=O)OC)O)OC(=O)C)CC)OC)C(=O)OC)O.OS(=O)(=O)O. Cell line: COLO 205. Synergy scores: CSS=62.4, Synergy_ZIP=13.8, Synergy_Bliss=17.4, Synergy_Loewe=-11.1, Synergy_HSA=14.6.